This data is from Forward reaction prediction with 1.9M reactions from USPTO patents (1976-2016). The task is: Predict the product of the given reaction. (1) Given the reactants [Si]([O:8][C@H:9]1[CH2:14][CH2:13][C@H:12]([N:15]2[C:19](=[O:20])[C:18]3=[CH:21][CH:22]=[CH:23][CH:24]=[C:17]3[C:16]2=[O:25])[CH2:11][CH2:10]1)(C(C)(C)C)(C)C.C([SiH]([CH2:31][CH3:32])CC)C.[Bi](Br)(Br)Br.[C:37](#N)C, predict the reaction product. The product is: [CH2:37]([O:8][C@H:9]1[CH2:10][CH2:11][C@H:12]([N:15]2[C:19](=[O:20])[C:18]3=[CH:21][CH:22]=[CH:23][CH:24]=[C:17]3[C:16]2=[O:25])[CH2:13][CH2:14]1)[CH2:31][CH3:32]. (2) Given the reactants [CH2:1]([O:3][C:4](=[O:32])[N:5]([C:14]1[CH:19]=[C:18]([O:20][CH2:21][CH:22]2[CH2:27][CH2:26][O:25][CH2:24][CH2:23]2)[N:17]=[C:16]([NH2:28])[C:15]=1[N+:29]([O-])=O)[CH2:6][C:7]1[CH:8]=[N:9][C:10]([CH3:13])=[CH:11][CH:12]=1)[CH3:2].[H][H], predict the reaction product. The product is: [CH2:1]([O:3][C:4](=[O:32])[N:5]([C:14]1[CH:19]=[C:18]([O:20][CH2:21][CH:22]2[CH2:27][CH2:26][O:25][CH2:24][CH2:23]2)[N:17]=[C:16]([NH2:28])[C:15]=1[NH2:29])[CH2:6][C:7]1[CH:8]=[N:9][C:10]([CH3:13])=[CH:11][CH:12]=1)[CH3:2]. (3) The product is: [OH:2][C:3]1[CH:4]=[C:5]([C:11]2[CH:16]=[CH:15][CH:14]=[C:13]([OH:17])[CH:12]=2)[CH:6]=[C:7]([OH:9])[CH:8]=1. Given the reactants C[O:2][C:3]1[CH:4]=[C:5]([C:11]2[CH:16]=[CH:15][CH:14]=[C:13]([O:17]C)[CH:12]=2)[CH:6]=[C:7]([O:9]C)[CH:8]=1.B(Br)(Br)Br, predict the reaction product. (4) Given the reactants [CH:1]1([O:4][C:5]2[CH:6]=[C:7]([C:15]3[N:24](COCC[Si](C)(C)C)[C:18]4[CH:19]=[N:20][NH:21][C:22](=[O:23])[C:17]=4[CH:16]=3)[CH:8]=[CH:9][C:10]=2[O:11][CH:12]([F:14])[F:13])[CH2:3][CH2:2]1.O1CCCC1.C(N)CN.[F-].C([N+](CCCC)(CCCC)CCCC)CCC, predict the reaction product. The product is: [CH:1]1([O:4][C:5]2[CH:6]=[C:7]([C:15]3[NH:24][C:18]4[CH:19]=[N:20][NH:21][C:22](=[O:23])[C:17]=4[CH:16]=3)[CH:8]=[CH:9][C:10]=2[O:11][CH:12]([F:13])[F:14])[CH2:2][CH2:3]1. (5) Given the reactants C([NH:4][C@@H:5]1[CH2:8][C@H:7]([C:9]([OH:11])=[O:10])[C:6]1([CH3:13])[CH3:12])(=O)C.[CH3:26][C:25]([O:24][C:22](O[C:22]([O:24][C:25]([CH3:28])([CH3:27])[CH3:26])=[O:23])=[O:23])([CH3:28])[CH3:27], predict the reaction product. The product is: [C:25]([O:24][C:22]([NH:4][C@@H:5]1[CH2:8][C@H:7]([C:9]([OH:11])=[O:10])[C:6]1([CH3:13])[CH3:12])=[O:23])([CH3:26])([CH3:27])[CH3:28]. (6) Given the reactants [C:1]([O:5][C:6](=[O:16])[NH:7][C:8]1([CH2:14][OH:15])[CH2:13][CH2:12][O:11][CH2:10][CH2:9]1)([CH3:4])([CH3:3])[CH3:2].[CH3:17]N(C)C1C2C(=CC=CC=2N(C)C)C=CC=1.F[B-](F)(F)F.C[O+](C)C, predict the reaction product. The product is: [C:1]([O:5][C:6](=[O:16])[NH:7][C:8]1([CH2:14][O:15][CH3:17])[CH2:9][CH2:10][O:11][CH2:12][CH2:13]1)([CH3:4])([CH3:2])[CH3:3]. (7) Given the reactants [B:1]([CH:4]1[C:13]2[C:8](=[CH:9][CH:10]=[CH:11][CH:12]=2)[C:6](=[O:7])[O:5]1)([OH:3])[OH:2].[N+:14]([O-])([OH:16])=[O:15], predict the reaction product. The product is: [N+:14]([C:11]1[CH:12]=[C:13]2[C:8](=[CH:9][CH:10]=1)[C:6](=[O:7])[O:5][CH:4]2[B:1]([OH:2])[OH:3])([O-:16])=[O:15]. (8) The product is: [Cl:13][C:10]1[CH:11]=[CH:12][C:7]([O:6][CH2:5][C:4]([O:3][CH2:1][CH3:2])=[O:27])=[C:8]([C:14]2[C:22]3[S:21][C:20]([CH:23]([CH3:25])[CH3:24])=[N:19][C:18]=3[CH2:17][CH2:16][N:15]=2)[CH:9]=1. Given the reactants [CH2:1]([O:3][C:4](=[O:27])[CH2:5][O:6][C:7]1[CH:12]=[CH:11][C:10]([Cl:13])=[CH:9][C:8]=1[C:14](=O)[NH:15][CH2:16][CH2:17][C:18]1[N:19]=[C:20]([CH:23]([CH3:25])[CH3:24])[S:21][CH:22]=1)[CH3:2].O=P(Cl)(Cl)Cl, predict the reaction product.